Task: Regression/Classification. Given a drug SMILES string, predict its absorption, distribution, metabolism, or excretion properties. Task type varies by dataset: regression for continuous measurements (e.g., permeability, clearance, half-life) or binary classification for categorical outcomes (e.g., BBB penetration, CYP inhibition). Dataset: b3db_classification.. Dataset: Blood-brain barrier permeability classification from the B3DB database (1) The molecule is O=c1cc[nH]nc1. The result is 1 (penetrates BBB). (2) The compound is O=C1CC[C@H]2[C@H]3Cc4cccc(O)c4[C@@]2(CCN3CC2CC2)C1. The result is 1 (penetrates BBB).